Predict the reaction yield, written as a fraction of the theoretical maximum amount of product (1.0 means a 100% yield; for example, 0.34 means a 34% yield). From a dataset of Reaction yield outcomes from USPTO patents with 853,638 reactions. (1) The reactants are [I-].C[S+](C)(C)=O.[CH3:7]C([O-])(C)C.[K+].[CH2:13]([O:20][C:21]1[CH:26]=[CH:25][C:24](/[CH:27]=[CH:28]/[N+:29]([O-:31])=[O:30])=[CH:23][CH:22]=1)[C:14]1[CH:19]=[CH:18][CH:17]=[CH:16][CH:15]=1.O. The catalyst is CS(C)=O. The product is [CH2:13]([O:20][C:21]1[CH:26]=[CH:25][C:24]([C@H:27]2[CH2:7][C@@H:28]2[N+:29]([O-:31])=[O:30])=[CH:23][CH:22]=1)[C:14]1[CH:15]=[CH:16][CH:17]=[CH:18][CH:19]=1. The yield is 0.260. (2) The reactants are [Cl:1][C:2]1[C:7]([C:8]2[C:9](=[O:31])[N:10]([CH2:29][CH3:30])[C:11]3[C:16]([CH:17]=2)=[CH:15][N:14]=[C:13]([N:18](CC2C=CC(OC)=CC=2)[CH3:19])[CH:12]=3)=[CH:6][C:5]([NH:32][C:33]([NH:35][C:36]2[CH:41]=[CH:40][C:39]([F:42])=[C:38]([CH2:43][N:44]([CH3:46])[CH3:45])[CH:37]=2)=[O:34])=[C:4]([F:47])[CH:3]=1. The catalyst is C(O)(C(F)(F)F)=O. The product is [Cl:1][C:2]1[C:7]([C:8]2[C:9](=[O:31])[N:10]([CH2:29][CH3:30])[C:11]3[C:16]([CH:17]=2)=[CH:15][N:14]=[C:13]([NH:18][CH3:19])[CH:12]=3)=[CH:6][C:5]([NH:32][C:33]([NH:35][C:36]2[CH:41]=[CH:40][C:39]([F:42])=[C:38]([CH2:43][N:44]([CH3:45])[CH3:46])[CH:37]=2)=[O:34])=[C:4]([F:47])[CH:3]=1. The yield is 0.780. (3) The reactants are [CH:1]1[C:13]2[C:12](=O)[C:11]3[CH:10]=[C:9]4[C:15]5[C:20]([C:21](=O)[C:8]4=[CH:7][C:6]=3[C:5]=2[CH:4]=[CH:3][CH:2]=1)=[CH:19][CH:18]=[CH:17][CH:16]=5.O.NN.[OH-].[K+]. The catalyst is C(O)COCCO.O. The product is [CH:19]1[C:20]2[CH2:21][C:8]3[CH:7]=[C:6]4[C:5]5[C:13]([CH2:12][C:11]4=[CH:10][C:9]=3[C:15]=2[CH:16]=[CH:17][CH:18]=1)=[CH:1][CH:2]=[CH:3][CH:4]=5. The yield is 0.860. (4) The reactants are C(O/[N:5]=[C:6](/[C:8]1[CH:9]=[C:10]([C:15]2([C:18]([O:20][CH3:21])=[O:19])[CH2:17][CH2:16]2)[CH:11]=[CH:12][C:13]=1[OH:14])\[CH3:7])(=O)C.N1C=CC=CC=1.O. The catalyst is CN(C=O)C. The product is [CH3:7][C:6]1[C:8]2[CH:9]=[C:10]([C:15]3([C:18]([O:20][CH3:21])=[O:19])[CH2:17][CH2:16]3)[CH:11]=[CH:12][C:13]=2[O:14][N:5]=1. The yield is 0.820. (5) The reactants are [CH3:1][O:2][C:3](=[O:22])[CH:4]([C:9]1[CH:14]=[CH:13][C:12]([NH2:15])=[C:11]([C:16]2[CH2:21][CH2:20][CH2:19][CH2:18][CH:17]=2)[CH:10]=1)[C:5]([O:7][CH3:8])=[O:6].[K+].[C:24]([C:26]1[N:27]=[C:28]([C:39]([O-])=[O:40])[N:29]([CH2:31][O:32][CH2:33][CH2:34][Si:35]([CH3:38])([CH3:37])[CH3:36])[CH:30]=1)#[N:25].F[P-](F)(F)(F)(F)F.Br[P+](N1CCCC1)(N1CCCC1)N1CCCC1.C(N(CC)C(C)C)(C)C. The catalyst is CN(C=O)C.CCOC(C)=O. The product is [CH3:1][O:2][C:3](=[O:22])[CH:4]([C:9]1[CH:14]=[CH:13][C:12]([NH:15][C:39]([C:28]2[N:29]([CH2:31][O:32][CH2:33][CH2:34][Si:35]([CH3:38])([CH3:37])[CH3:36])[CH:30]=[C:26]([C:24]#[N:25])[N:27]=2)=[O:40])=[C:11]([C:16]2[CH2:21][CH2:20][CH2:19][CH2:18][CH:17]=2)[CH:10]=1)[C:5]([O:7][CH3:8])=[O:6]. The yield is 0.850.